This data is from Full USPTO retrosynthesis dataset with 1.9M reactions from patents (1976-2016). The task is: Predict the reactants needed to synthesize the given product. Given the product [CH3:38][O:39][C:40](=[O:50])[CH2:41][CH2:42][C:43]1[CH:44]=[CH:45][C:46]([O:7][CH2:6][C@@H:5]([O:4][C:3]2[CH:15]=[CH:16][C:17]([C:19]([O:28][CH2:29][C:30]3[CH:31]=[CH:32][C:33]([O:36][CH3:37])=[CH:34][CH:35]=3)([C:20]([F:22])([F:23])[F:21])[C:24]([F:25])([F:26])[F:27])=[CH:18][C:2]=2[CH3:1])[CH2:8][C:9]2[CH:14]=[CH:13][CH:12]=[CH:11][CH:10]=2)=[CH:47][CH:48]=1, predict the reactants needed to synthesize it. The reactants are: [CH3:1][C:2]1[CH:18]=[C:17]([C:19]([O:28][CH2:29][C:30]2[CH:35]=[CH:34][C:33]([O:36][CH3:37])=[CH:32][CH:31]=2)([C:24]([F:27])([F:26])[F:25])[C:20]([F:23])([F:22])[F:21])[CH:16]=[CH:15][C:3]=1[O:4][C@@H:5]([CH2:8][C:9]1[CH:14]=[CH:13][CH:12]=[CH:11][CH:10]=1)[CH2:6][OH:7].[CH3:38][O:39][C:40](=[O:50])[CH2:41][CH2:42][C:43]1[CH:48]=[CH:47][C:46](O)=[CH:45][CH:44]=1.C1(P(C2C=CC=CC=2)C2C=CC=CC=2)C=CC=CC=1.CCOC(/N=N/C(OCC)=O)=O.[NH4+].[Cl-].